Predict which catalyst facilitates the given reaction. From a dataset of Catalyst prediction with 721,799 reactions and 888 catalyst types from USPTO. Reactant: [NH2:1][C:2]1[CH:7]=[CH:6][CH:5]=[C:4]([Br:8])[C:3]=1[OH:9].Br[CH:11]([C:16]1[CH:21]=[CH:20][CH:19]=[CH:18][N:17]=1)[C:12](OC)=[O:13].N12CCCN=C1CCCCC2. Product: [Br:8][C:4]1[C:3]2[O:9][CH:11]([C:16]3[CH:21]=[CH:20][CH:19]=[CH:18][N:17]=3)[C:12](=[O:13])[NH:1][C:2]=2[CH:7]=[CH:6][CH:5]=1. The catalyst class is: 435.